The task is: Predict which catalyst facilitates the given reaction.. This data is from Catalyst prediction with 721,799 reactions and 888 catalyst types from USPTO. (1) Product: [NH:1]1[C:9]2[C:4](=[C:5]([O:10][CH2:11][C:12]([O:14][CH2:15][CH3:16])=[O:13])[CH:6]=[CH:7][CH:8]=2)[CH2:3][CH2:2]1. Reactant: [NH:1]1[C:9]2[C:4](=[C:5]([O:10][CH2:11][C:12]([O:14][CH2:15][CH3:16])=[O:13])[CH:6]=[CH:7][CH:8]=2)[CH:3]=[CH:2]1.C([BH3-])#N.[Na+].C(=O)(O)[O-].[Na+]. The catalyst class is: 15. (2) Product: [Cl:11][C:12]1[CH:17]=[C:16]([N:18]2[CH2:19][CH2:20][CH2:21][CH2:22]2)[N:15]=[C:14]([CH2:23][P:1](=[O:8])([O:5][CH2:6][CH3:7])[O:2][CH2:3][CH3:4])[N:13]=1. The catalyst class is: 9. Reactant: [P:1]([O-:8])([O:5][CH2:6][CH3:7])[O:2][CH2:3][CH3:4].[H-].[Na+].[Cl:11][C:12]1[CH:17]=[C:16]([N:18]2[CH2:22][CH2:21][CH2:20][CH2:19]2)[N:15]=[C:14]([CH2:23]Cl)[N:13]=1.O. (3) Reactant: [O:1]1CCO[CH:2]1[C:6]1[O:7][C:8]2[CH:16]=[CH:15][CH:14]=[CH:13][C:9]=2[C:10]=1[CH:11]=[O:12].C(O)=O. Product: [O:7]1[C:8]2[CH:16]=[CH:15][CH:14]=[CH:13][C:9]=2[C:10]([CH:11]=[O:12])=[C:6]1[CH:2]=[O:1]. The catalyst class is: 6. (4) Reactant: C12OC(CC1)CN(C1N=C(C3C=CC(N)=CC=3)N=C3N(C(COC)COC)N=CC=13)C2.ClC(Cl)(OC(=O)OC(Cl)(Cl)Cl)Cl.[CH2:44]([OH:47])[CH2:45][OH:46].[CH3:48][O:49][CH2:50][CH:51]([N:55]1[C:59]2=[N:60][C:61]([C:72]3[CH:77]=[CH:76][C:75]([N:78]=[C:79]=[O:80])=[CH:74][CH:73]=3)=[N:62][C:63]([N:64]3[CH2:70][CH:69]4[O:71][CH:66]([CH2:67][CH2:68]4)[CH2:65]3)=[C:58]2[CH:57]=[N:56]1)[CH2:52][O:53][CH3:54]. Product: [OH:46][CH2:45][CH2:44][O:47][C:79](=[O:80])[NH:78][C:75]1[CH:74]=[CH:73][C:72]([C:61]2[N:60]=[C:59]3[N:55]([CH:51]([CH2:50][O:49][CH3:48])[CH2:52][O:53][CH3:54])[N:56]=[CH:57][C:58]3=[C:63]([N:64]3[CH2:65][CH:66]4[O:71][CH:69]([CH2:68][CH2:67]4)[CH2:70]3)[N:62]=2)=[CH:77][CH:76]=1. The catalyst class is: 236. (5) Reactant: Br[C:2]1[CH:7]=[CH:6][C:5]([C:8]2[CH2:9][C:10]([C:17]3[CH:22]=[C:21]([Cl:23])[CH:20]=[C:19]([Cl:24])[CH:18]=3)([C:13]([F:16])([F:15])[F:14])[CH2:11][N:12]=2)=[CH:4][C:3]=1[Cl:25].[C:26]([O-:29])(=[O:28])C.[Na+].[CH3:31]O. Product: [CH3:31][O:29][C:26](=[O:28])[C:2]1[CH:7]=[CH:6][C:5]([C:8]2[CH2:9][C:10]([C:17]3[CH:18]=[C:19]([Cl:24])[CH:20]=[C:21]([Cl:23])[CH:22]=3)([C:13]([F:16])([F:14])[F:15])[CH2:11][N:12]=2)=[CH:4][C:3]=1[Cl:25]. The catalyst class is: 140. (6) Reactant: [CH2:1]([C@H:3]1[CH2:8][O:7][CH2:6][CH2:5][N:4]1S(C1C=CC(C)=CC=1)(=O)=O)[CH3:2].C1(O)C=CC=CC=1.[BrH:26]. Product: [BrH:26].[CH2:1]([C@H:3]1[CH2:8][O:7][CH2:6][CH2:5][NH:4]1)[CH3:2]. The catalyst class is: 15. (7) Reactant: C([O-])(=O)C.[NH4+:5].[CH3:6][C:7]1[N:8]([CH2:25][CH2:26][CH2:27][CH2:28][CH2:29][S:30][C:31]2[CH:36]=[CH:35][CH:34]=[CH:33][CH:32]=2)[C:9]2[C:14]([CH3:15])=[C:13]([CH3:16])[N:12]=[C:11](OC3C=CC=CC=3)[C:10]=2[N:24]=1.[OH-].[Na+]. Product: [CH3:6][C:7]1[N:8]([CH2:25][CH2:26][CH2:27][CH2:28][CH2:29][S:30][C:31]2[CH:36]=[CH:35][CH:34]=[CH:33][CH:32]=2)[C:9]2[C:14]([CH3:15])=[C:13]([CH3:16])[N:12]=[C:11]([NH2:5])[C:10]=2[N:24]=1. The catalyst class is: 6. (8) Reactant: [NH2:1][C:2]1[N:3]=[CH:4][C:5]2[CH2:10][CH:9]([C:11]([O:13][CH3:14])=[O:12])[CH2:8][C:6]=2[N:7]=1.FC(F)(F)C(O[Si](C)(C)C)=O.[CH:26](OCC)(OCC)OCC.[N:36]([Si](C)(C)C)=[N+:37]=[N-:38]. Product: [N:1]1([C:2]2[N:3]=[CH:4][C:5]3[CH2:10][CH:9]([C:11]([O:13][CH3:14])=[O:12])[CH2:8][C:6]=3[N:7]=2)[CH:26]=[N:36][N:37]=[N:38]1. The catalyst class is: 13. (9) Reactant: [NH2:1][C:2]1[CH:7]=[CH:6][C:5]([SH:8])=[CH:4][CH:3]=1.Cl[C:10]1[CH:15]=[CH:14][N:13]=[C:12]([NH:16][C:17](=[O:23])[O:18][C:19]([CH3:22])([CH3:21])[CH3:20])[CH:11]=1. Product: [NH2:1][C:2]1[CH:7]=[CH:6][C:5]([S:8][C:10]2[CH:15]=[CH:14][N:13]=[C:12]([NH:16][C:17](=[O:23])[O:18][C:19]([CH3:21])([CH3:20])[CH3:22])[CH:11]=2)=[CH:4][CH:3]=1. The catalyst class is: 42. (10) Reactant: [N+:1]([C:4]1[CH:5]=[C:6]2[C:10](=[CH:11][CH:12]=1)[N:9]([CH2:13][O:14][CH2:15][CH2:16][Si:17]([CH3:20])([CH3:19])[CH3:18])[N:8]=[C:7]2[C:21]1[CH:26]=[CH:25][N:24]=[CH:23][CH:22]=1)([O-])=O. Product: [N:24]1[CH:25]=[CH:26][C:21]([C:7]2[C:6]3[C:10](=[CH:11][CH:12]=[C:4]([NH2:1])[CH:5]=3)[N:9]([CH2:13][O:14][CH2:15][CH2:16][Si:17]([CH3:20])([CH3:19])[CH3:18])[N:8]=2)=[CH:22][CH:23]=1. The catalyst class is: 29.